This data is from Full USPTO retrosynthesis dataset with 1.9M reactions from patents (1976-2016). The task is: Predict the reactants needed to synthesize the given product. (1) Given the product [CH2:1]([C:8]1[C:9](=[O:16])[NH:10][N:11]([CH:17]=[O:18])[C:12]=1[CH:13]([CH3:14])[CH3:15])[C:2]1[CH:3]=[CH:4][CH:5]=[CH:6][CH:7]=1, predict the reactants needed to synthesize it. The reactants are: [CH2:1]([C:8]1[C:9](=[O:16])[NH:10][NH:11][C:12]=1[CH:13]([CH3:15])[CH3:14])[C:2]1[CH:7]=[CH:6][CH:5]=[CH:4][CH:3]=1.[CH:17](O)=[O:18].C(O)(=O)C. (2) Given the product [N:11]1[CH:12]=[CH:13][CH:14]=[CH:15][C:10]=1[N:9]1[CH2:4][CH2:5][NH:6][C:7]1=[O:8], predict the reactants needed to synthesize it. The reactants are: [H-].[Na+].Cl[CH2:4][CH2:5][NH:6][C:7]([NH:9][C:10]1[CH:15]=[CH:14][CH:13]=[CH:12][N:11]=1)=[O:8]. (3) The reactants are: Cl[C:2]1[C:11]([CH3:12])=[C:10]([Cl:13])[C:9]2[C:4](=[CH:5][C:6]([F:15])=[CH:7][C:8]=2[F:14])[N:3]=1.[N:16]1[CH:21]=[CH:20][C:19](B(O)O)=[CH:18][CH:17]=1.C(=O)([O-])[O-].[K+].[K+]. Given the product [Cl:13][C:10]1[C:9]2[C:4](=[CH:5][C:6]([F:15])=[CH:7][C:8]=2[F:14])[N:3]=[C:2]([C:19]2[CH:20]=[CH:21][N:16]=[CH:17][CH:18]=2)[C:11]=1[CH3:12], predict the reactants needed to synthesize it. (4) Given the product [F:14][C:7]1[C:3]([C:4]([OH:6])=[O:5])=[C:2]([NH:22][C:23]2[CH:28]=[CH:27][CH:26]=[CH:25][CH:24]=2)[C:10]([N+:11]([O-:13])=[O:12])=[CH:9][CH:8]=1, predict the reactants needed to synthesize it. The reactants are: F[C:2]1[C:10]([N+:11]([O-:13])=[O:12])=[CH:9][CH:8]=[C:7]([F:14])[C:3]=1[C:4]([OH:6])=[O:5].CCN(CC)CC.[NH2:22][C:23]1[CH:28]=[CH:27][CH:26]=[CH:25][CH:24]=1.Cl.